From a dataset of Peptide-MHC class I binding affinity with 185,985 pairs from IEDB/IMGT. Regression. Given a peptide amino acid sequence and an MHC pseudo amino acid sequence, predict their binding affinity value. This is MHC class I binding data. (1) The peptide sequence is AMLCMFIPSV. The MHC is HLA-A02:06 with pseudo-sequence HLA-A02:06. The binding affinity (normalized) is 0.758. (2) The peptide sequence is CTDDNALAY. The MHC is HLA-B27:05 with pseudo-sequence HLA-B27:05. The binding affinity (normalized) is 0.0847.